Dataset: Reaction yield outcomes from USPTO patents with 853,638 reactions. Task: Predict the reaction yield, written as a fraction of the theoretical maximum amount of product (1.0 means a 100% yield; for example, 0.34 means a 34% yield). (1) The reactants are [Cl:1][C:2]1[CH:7]=[CH:6][CH:5]=[CH:4][C:3]=1[C:8](=O)[CH2:9][C:10]#[N:11].O.[NH2:14][NH2:15]. The catalyst is C(O)C. The product is [NH2:11][C:10]1[NH:15][N:14]=[C:8]([C:3]2[CH:4]=[CH:5][CH:6]=[CH:7][C:2]=2[Cl:1])[CH:9]=1. The yield is 0.870. (2) The reactants are [Cl:1][C:2]1[CH:8]=[C:7]([O:9][C:10]2[C:11]3[N:18]([CH3:19])[CH:17]=[CH:16][C:12]=3[N:13]=[CH:14][N:15]=2)[CH:6]=[CH:5][C:3]=1[NH2:4].N1C=CC=CC=1.Cl[C:27](OC1C=CC=CC=1)=[O:28].[N:36]1([CH2:42][C:43]2[CH:49]=[CH:48][C:46]([NH2:47])=[CH:45][C:44]=2[C:50]([F:53])([F:52])[F:51])[CH2:41][CH2:40][O:39][CH2:38][CH2:37]1. The catalyst is CN1CCCC1=O. The product is [Cl:1][C:2]1[CH:8]=[C:7]([O:9][C:10]2[C:11]3[N:18]([CH3:19])[CH:17]=[CH:16][C:12]=3[N:13]=[CH:14][N:15]=2)[CH:6]=[CH:5][C:3]=1[NH:4][C:27]([NH:47][C:46]1[CH:48]=[CH:49][C:43]([CH2:42][N:36]2[CH2:41][CH2:40][O:39][CH2:38][CH2:37]2)=[C:44]([C:50]([F:51])([F:53])[F:52])[CH:45]=1)=[O:28]. The yield is 0.290. (3) The reactants are [CH3:1][C:2]1[C:6]([CH2:7][N:8]2[CH:12]=[C:11]([N:13]3[C:17](=[O:18])[CH2:16][NH:15][C:14]3=[O:19])[CH:10]=[N:9]2)=[C:5]([CH3:20])[O:4][N:3]=1.[CH3:21][O:22][C:23]1[CH:31]=[CH:30][C:26]([CH2:27][CH2:28]Br)=[CH:25][CH:24]=1. No catalyst specified. The product is [CH3:1][C:2]1[C:6]([CH2:7][N:8]2[CH:12]=[C:11]([N:13]3[C:17](=[O:18])[CH2:16][N:15]([CH2:28][CH2:27][C:26]4[CH:30]=[CH:31][C:23]([O:22][CH3:21])=[CH:24][CH:25]=4)[C:14]3=[O:19])[CH:10]=[N:9]2)=[C:5]([CH3:20])[O:4][N:3]=1. The yield is 0.320. (4) The reactants are CC1(C)COB([C:8]2[CH:9]=[C:10]([N:14]3[CH:18]=[N:17][CH:16]=[N:15]3)[CH:11]=[CH:12][CH:13]=2)OC1.Br[C:21]1[N:25]2[N:26]=[CH:27][C:28]([C:30]([F:33])([F:32])[F:31])=[N:29][C:24]2=[N:23][CH:22]=1.C([O-])([O-])=O.[Na+].[Na+]. The catalyst is COCCOC.C1C=CC([P]([Pd]([P](C2C=CC=CC=2)(C2C=CC=CC=2)C2C=CC=CC=2)([P](C2C=CC=CC=2)(C2C=CC=CC=2)C2C=CC=CC=2)[P](C2C=CC=CC=2)(C2C=CC=CC=2)C2C=CC=CC=2)(C2C=CC=CC=2)C2C=CC=CC=2)=CC=1. The product is [N:14]1([C:10]2[CH:9]=[C:8]([C:21]3[N:25]4[N:26]=[CH:27][C:28]([C:30]([F:31])([F:32])[F:33])=[N:29][C:24]4=[N:23][CH:22]=3)[CH:13]=[CH:12][CH:11]=2)[CH:18]=[N:17][CH:16]=[N:15]1. The yield is 0.550.